The task is: Predict the reactants needed to synthesize the given product.. This data is from Full USPTO retrosynthesis dataset with 1.9M reactions from patents (1976-2016). (1) The reactants are: [CH3:1][O:2][C:3]1[CH:4]=[C:5]([OH:9])[CH:6]=[CH:7][CH:8]=1.[I:10]N1C(=O)CCC1=O.C(OCC)(=O)C.C(OCC)C. Given the product [OH:9][C:5]1[CH:6]=[CH:7][C:8]([I:10])=[C:3]([O:2][CH3:1])[CH:4]=1, predict the reactants needed to synthesize it. (2) The reactants are: C(OC(=O)[NH:7][C:8]1[CH:13]=[C:12]([O:14][CH2:15][C:16]([F:19])([F:18])[F:17])[CH:11]=[CH:10][C:9]=1[NH:20][C:21](=[O:37])[CH2:22][C:23](=O)[C:24]1[CH:29]=[CH:28][CH:27]=[C:26]([C:30]2[CH:31]=[N:32][CH:33]=[CH:34][CH:35]=2)[CH:25]=1)(C)(C)C.C(O)(C(F)(F)F)=O. Given the product [N:32]1[CH:33]=[CH:34][CH:35]=[C:30]([C:26]2[CH:25]=[C:24]([C:23]3[CH2:22][C:21](=[O:37])[NH:20][C:9]4[CH:10]=[CH:11][C:12]([O:14][CH2:15][C:16]([F:19])([F:18])[F:17])=[CH:13][C:8]=4[N:7]=3)[CH:29]=[CH:28][CH:27]=2)[CH:31]=1, predict the reactants needed to synthesize it.